From a dataset of Full USPTO retrosynthesis dataset with 1.9M reactions from patents (1976-2016). Predict the reactants needed to synthesize the given product. (1) Given the product [F:1][C:2]1[N:12]=[CH:11][C:10]2[C:9](=[O:13])[N:8]3[CH2:14][C@H:15]([C:18](=[N:20][OH:21])[NH2:19])[CH2:16][CH2:17][C@H:7]3[CH2:6][CH2:5][C:4]=2[CH:3]=1, predict the reactants needed to synthesize it. The reactants are: [F:1][C:2]1[N:12]=[CH:11][C:10]2[C:9](=[O:13])[N:8]3[CH2:14][C@H:15]([C:18]#[N:19])[CH2:16][CH2:17][C@H:7]3[CH2:6][CH2:5][C:4]=2[CH:3]=1.[NH2:20][OH:21]. (2) The reactants are: [Cl:1][C:2]1[CH:3]=[C:4]([CH:7]=[CH:8][CH:9]=1)[C:5]#[N:6].[CH2:10]([OH:12])[CH3:11].Cl. Given the product [ClH:1].[Cl:1][C:2]1[CH:3]=[C:4]([C:5](=[NH:6])[O:12][CH2:10][CH3:11])[CH:7]=[CH:8][CH:9]=1, predict the reactants needed to synthesize it. (3) Given the product [F:42][C:36]1[CH:37]=[CH:38][CH:39]=[C:40]([F:41])[C:35]=1[S:32]([NH:31][C:27]1[CH:28]=[CH:29][CH:30]=[C:25]([C:16]2[N:17]=[C:18]([N:20]3[CH2:21][CH2:22][CH2:23][CH2:24]3)[S:19][C:15]=2[C:13]2[CH:12]=[CH:11][N:10]=[C:9]([NH:1][CH2:2][CH2:3][S:4]([CH3:7])(=[O:6])=[O:5])[N:14]=2)[CH:26]=1)(=[O:34])=[O:33], predict the reactants needed to synthesize it. The reactants are: [NH2:1][CH2:2][CH2:3][S:4]([CH3:7])(=[O:6])=[O:5].Cl[C:9]1[N:14]=[C:13]([C:15]2[S:19][C:18]([N:20]3[CH2:24][CH2:23][CH2:22][CH2:21]3)=[N:17][C:16]=2[C:25]2[CH:26]=[C:27]([NH:31][S:32]([C:35]3[C:40]([F:41])=[CH:39][CH:38]=[CH:37][C:36]=3[F:42])(=[O:34])=[O:33])[CH:28]=[CH:29][CH:30]=2)[CH:12]=[CH:11][N:10]=1. (4) Given the product [CH3:1][C:2]1[CH:3]=[CH:4][C:5]([C:8]2[O:12][N:11]=[CH:10][C:9]=2[C:13]([N:28]2[CH2:29][CH2:30][CH:26]([S:23]([C:17]3[CH:18]=[CH:19][CH:20]=[CH:21][CH:22]=3)(=[O:25])=[O:24])[CH2:27]2)=[O:15])=[CH:6][CH:7]=1, predict the reactants needed to synthesize it. The reactants are: [CH3:1][C:2]1[CH:7]=[CH:6][C:5]([C:8]2[O:12][N:11]=[CH:10][C:9]=2[C:13]([OH:15])=O)=[CH:4][CH:3]=1.Cl.[C:17]1([S:23]([CH:26]2[CH2:30][CH2:29][NH:28][CH2:27]2)(=[O:25])=[O:24])[CH:22]=[CH:21][CH:20]=[CH:19][CH:18]=1.